The task is: Predict the reactants needed to synthesize the given product.. This data is from Full USPTO retrosynthesis dataset with 1.9M reactions from patents (1976-2016). (1) Given the product [F:1][C:2]1[CH:22]=[CH:21][CH:20]=[CH:19][C:3]=1[CH2:4][CH:5]1[CH2:10][CH:9]([C:11]([OH:13])=[O:12])[CH2:8][CH2:7][N:6]1[C:15]([O:17][CH3:18])=[O:16], predict the reactants needed to synthesize it. The reactants are: [F:1][C:2]1[CH:22]=[CH:21][CH:20]=[CH:19][C:3]=1[CH2:4][CH:5]1[CH2:10][CH:9]([C:11]([O:13]C)=[O:12])[CH2:8][CH2:7][N:6]1[C:15]([O:17][CH3:18])=[O:16].[Br-].[Li+].C(N(CC)CC)C.CC(OC)(C)C. (2) Given the product [C:24]([O:23][C:21]([NH:20][CH2:19][CH2:18][CH2:17][CH2:16][CH2:15][N:13]1[CH:14]=[C:10]([C:6]2[CH:5]=[C:4]([CH:9]=[CH:8][CH:7]=2)[C:3]([O-:28])=[O:2])[CH:11]=[N:12]1)=[O:22])([CH3:27])([CH3:25])[CH3:26].[Li+:31], predict the reactants needed to synthesize it. The reactants are: C[O:2][C:3](=[O:28])[C:4]1[CH:9]=[CH:8][CH:7]=[C:6]([C:10]2[CH:11]=[N:12][N:13]([CH2:15][CH2:16][CH2:17][CH2:18][CH2:19][NH:20][C:21]([O:23][C:24]([CH3:27])([CH3:26])[CH3:25])=[O:22])[CH:14]=2)[CH:5]=1.O.[OH-].[Li+:31].CC(=O)OCC. (3) Given the product [F:8][C:4]1[CH:5]=[CH:6][CH:7]=[C:2]([F:1])[C:3]=1[N:9]1[C:14]2[N:15]=[C:16]([S:34]([CH3:35])=[O:42])[N:17]=[C:18]([C:19]3[CH:20]=[C:21]([NH:26][C:27]([C:29]4[CH:33]=[CH:32][S:31][CH:30]=4)=[O:28])[CH:22]=[CH:23][C:24]=3[CH3:25])[C:13]=2[CH2:12][NH:11][C:10]1=[O:36], predict the reactants needed to synthesize it. The reactants are: [F:1][C:2]1[CH:7]=[CH:6][CH:5]=[C:4]([F:8])[C:3]=1[N:9]1[C:14]2[N:15]=[C:16]([S:34][CH3:35])[N:17]=[C:18]([C:19]3[CH:20]=[C:21]([NH:26][C:27]([C:29]4[CH:33]=[CH:32][S:31][CH:30]=4)=[O:28])[CH:22]=[CH:23][C:24]=3[CH3:25])[C:13]=2[CH2:12][NH:11][C:10]1=[O:36].ClC1C=C(C=CC=1)C(OO)=[O:42]. (4) Given the product [F:1][C:2]1[CH:3]=[CH:4][C:5]([O:32][CH3:33])=[C:6]([C:8]2[CH:13]=[CH:12][N:11]=[C:10]3[N:14]([S:23]([C:26]4[CH:27]=[CH:28][CH:29]=[CH:30][CH:31]=4)(=[O:25])=[O:24])[C:15]([C:17]4[CH2:18][CH2:19][N:20]([S:48]([CH2:47][S:44]([CH3:43])(=[O:46])=[O:45])(=[O:50])=[O:49])[CH2:21][CH:22]=4)=[CH:16][C:9]=23)[CH:7]=1, predict the reactants needed to synthesize it. The reactants are: [F:1][C:2]1[CH:3]=[CH:4][C:5]([O:32][CH3:33])=[C:6]([C:8]2[CH:13]=[CH:12][N:11]=[C:10]3[N:14]([S:23]([C:26]4[CH:31]=[CH:30][CH:29]=[CH:28][CH:27]=4)(=[O:25])=[O:24])[C:15]([C:17]4[CH2:18][CH2:19][NH:20][CH2:21][CH:22]=4)=[CH:16][C:9]=23)[CH:7]=1.C(N(C(C)C)C(C)C)C.[CH3:43][S:44]([CH2:47][S:48](Cl)(=[O:50])=[O:49])(=[O:46])=[O:45]. (5) The reactants are: FC1C=C(C[C@H](NC(=O)CN2C3CCCCC=3C(C(F)(F)F)=N2)C2N(C3C=CC(OC)=CC=3)C=CN=2)C=C(F)C=1.Cl.[Cl:42][C:43]1[CH:48]=[CH:47][C:46]([C:49]2[O:50][C:51]([CH:54]([NH2:64])[CH2:55][C:56]3[CH:61]=[C:60]([F:62])[CH:59]=[C:58]([F:63])[CH:57]=3)=[CH:52][N:53]=2)=[CH:45][CH:44]=1.[OH:65][C:66]1[CH:67]=[C:68]2[C:72](=[CH:73][CH:74]=1)[NH:71][CH:70]=[C:69]2[CH2:75][C:76](O)=[O:77]. Given the product [Cl:42][C:43]1[CH:48]=[CH:47][C:46]([C:49]2[O:50][C:51]([CH:54]([NH:64][C:76](=[O:77])[CH2:75][C:69]3[C:68]4[C:72](=[CH:73][CH:74]=[C:66]([OH:65])[CH:67]=4)[NH:71][CH:70]=3)[CH2:55][C:56]3[CH:61]=[C:60]([F:62])[CH:59]=[C:58]([F:63])[CH:57]=3)=[CH:52][N:53]=2)=[CH:45][CH:44]=1, predict the reactants needed to synthesize it.